From a dataset of Reaction yield outcomes from USPTO patents with 853,638 reactions. Predict the reaction yield, written as a fraction of the theoretical maximum amount of product (1.0 means a 100% yield; for example, 0.34 means a 34% yield). The reactants are [O:1]=[CH:2][C:3](O)=O.[NH2:6][C:7]1[CH:8]=[C:9]([CH2:14][C:15]([O:17][CH2:18][CH3:19])=[O:16])[CH:10]=[CH:11][C:12]=1[NH2:13].O.O=C1NC2C(=CC=C(CC(OCC)=O)C=2)N=C1. The catalyst is CO. The product is [O:1]=[C:2]1[CH:3]=[N:6][C:7]2[C:12](=[CH:11][CH:10]=[C:9]([CH2:14][C:15]([O:17][CH2:18][CH3:19])=[O:16])[CH:8]=2)[NH:13]1. The yield is 0.850.